This data is from Catalyst prediction with 721,799 reactions and 888 catalyst types from USPTO. The task is: Predict which catalyst facilitates the given reaction. (1) Reactant: Cl.[CH2:2]([O:4][C:5](=[O:11])[C@H:6]([CH:8]([CH3:10])[CH3:9])[NH2:7])[CH3:3].S=C1N([C:18]([O:20][CH2:21][C:22]2[CH:27]=[CH:26][C:25]([O:28][C:29](=[O:31])[CH3:30])=[C:24]([O:32][CH3:33])[CH:23]=2)=[O:19])CCS1.C1COCC1.C(N(C(C)C)CC)(C)C. Product: [C:29]([O:28][C:25]1[CH:26]=[CH:27][C:22]([CH2:21][O:20][C:18]([NH:7][CH:6]([CH:8]([CH3:10])[CH3:9])[C:5]([O:4][CH2:2][CH3:3])=[O:11])=[O:19])=[CH:23][C:24]=1[O:32][CH3:33])(=[O:31])[CH3:30]. The catalyst class is: 100. (2) Reactant: [C:1]([O:12][CH3:13])(=[O:11])[C:2]1[CH:10]=[CH:9][CH:8]=[C:4]([C:5]([O-])=[O:6])[CH:3]=1.[CH3:14][NH:15][CH3:16].CCN=C=NCCCN(C)C.Cl.O.ON1C2C=CC=CC=2N=N1. Product: [CH3:14][N:15]([CH3:16])[C:5]([C:4]1[CH:3]=[C:2]([CH:10]=[CH:9][CH:8]=1)[C:1]([O:12][CH3:13])=[O:11])=[O:6]. The catalyst class is: 87. (3) Reactant: [CH3:1][O:2][C:3]1[CH:4]=[C:5]([CH:8]=[C:9](OC)[C:10]=1[O:11][CH3:12])[CH:6]=[O:7].B(Br)(Br)Br.[OH2:19]. Product: [OH:19][C:8]1[CH:9]=[C:10]([O:11][CH3:12])[C:3]([O:2][CH3:1])=[CH:4][C:5]=1[CH:6]=[O:7]. The catalyst class is: 2. (4) Reactant: [Cl-].[NH4+:2].C[Al](C)C.[C:7]1([C:13]2[CH2:14][CH2:15][N:16]([CH2:19][CH2:20][CH2:21][C:22]#[N:23])[CH2:17][CH:18]=2)[CH:12]=[CH:11][CH:10]=[CH:9][CH:8]=1. Product: [C:7]1([C:13]2[CH2:18][CH2:17][N:16]([CH2:19][CH2:20][CH2:21][C:22](=[NH:2])[NH2:23])[CH2:15][CH:14]=2)[CH:8]=[CH:9][CH:10]=[CH:11][CH:12]=1. The catalyst class is: 648. (5) Reactant: O.CC1C=C2N=C3C(=NC(NC3=O)=O)N(C[C@H](O)[C@H](O)[C@H](O)CO)C2=CC=1C.[F:29][C:30]1[CH:59]=[CH:58][CH:57]=[C:56]([F:60])[C:31]=1[C:32]([NH:34][C:35]1[CH:39]=[CH:38][N:37]([CH2:40][C:41]2[CH:46]=[CH:45][C:44]([O:47]CC3C=CC=CC=3)=[CH:43][C:42]=2[CH3:55])[N:36]=1)=[O:33]. Product: [F:29][C:30]1[CH:59]=[CH:58][CH:57]=[C:56]([F:60])[C:31]=1[C:32]([NH:34][C:35]1[CH:39]=[CH:38][N:37]([CH2:40][C:41]2[CH:46]=[CH:45][C:44]([OH:47])=[CH:43][C:42]=2[CH3:55])[N:36]=1)=[O:33]. The catalyst class is: 153. (6) Reactant: [F-].C([N+](CCCC)(CCCC)CCCC)CCC.CC([Si](C)(C)[O:24][CH2:25][CH2:26][CH:27]([CH:35]([O:45][CH2:46][C:47]1[CH:52]=[CH:51][C:50]([O:53][CH3:54])=[CH:49][CH:48]=1)[CH2:36][CH2:37][C:38]1[CH:43]=[CH:42][C:41]([Br:44])=[CH:40][CH:39]=1)[C:28]([O:30][C:31]([CH3:34])([CH3:33])[CH3:32])=[O:29])(C)C. Product: [OH:24][CH2:25][CH2:26][CH:27]([CH:35]([O:45][CH2:46][C:47]1[CH:52]=[CH:51][C:50]([O:53][CH3:54])=[CH:49][CH:48]=1)[CH2:36][CH2:37][C:38]1[CH:39]=[CH:40][C:41]([Br:44])=[CH:42][CH:43]=1)[C:28]([O:30][C:31]([CH3:32])([CH3:34])[CH3:33])=[O:29]. The catalyst class is: 7.